This data is from Full USPTO retrosynthesis dataset with 1.9M reactions from patents (1976-2016). The task is: Predict the reactants needed to synthesize the given product. (1) The reactants are: [CH:1]1([C:5]2[NH:9][C:8]3[CH:10]=[CH:11][CH:12]=[CH:13][C:7]=3[N:6]=2)[CH2:4][CH2:3][CH2:2]1.Br[CH2:15][C:16]1[CH:35]=[CH:34][C:19]2/[C:20](=[C:30](/[CH3:33])\[C:31]#[N:32])/[C:21]3[CH:28]=[CH:27][C:26]([F:29])=[CH:25][C:22]=3[O:23][CH2:24][C:18]=2[CH:17]=1. Given the product [CH:1]1([C:5]2[N:6]([CH2:15][C:16]3[CH:35]=[CH:34][C:19]4/[C:20](=[C:30](/[CH3:33])\[C:31]#[N:32])/[C:21]5[CH:28]=[CH:27][C:26]([F:29])=[CH:25][C:22]=5[O:23][CH2:24][C:18]=4[CH:17]=3)[C:7]3[CH:13]=[CH:12][CH:11]=[CH:10][C:8]=3[N:9]=2)[CH2:2][CH2:3][CH2:4]1, predict the reactants needed to synthesize it. (2) Given the product [CH3:28][O:27][C:23](=[O:26])[CH2:24][CH2:25][N:7]1[C:6]2[CH:15]=[C:2]([Cl:1])[CH:3]=[C:4]([CH3:16])[C:5]=2[O:10][C@@H:9]([CH:11]([CH3:13])[CH3:12])[C:8]1=[O:14], predict the reactants needed to synthesize it. The reactants are: [Cl:1][C:2]1[CH:3]=[C:4]([CH3:16])[C:5]2[O:10][C@@H:9]([CH:11]([CH3:13])[CH3:12])[C:8](=[O:14])[NH:7][C:6]=2[CH:15]=1.C(=O)([O-])[O-].[K+].[K+].[C:23]([O:27][CH3:28])(=[O:26])[CH:24]=[CH2:25].C(O)(=O)CC(CC(O)=O)(C(O)=O)O. (3) Given the product [F:1][C:2]1[CH:3]=[CH:4][C:5]([C:8]2[C:9]([C:10]([O:12][CH3:13])=[O:11])=[C:33]3[CH:32]=[CH:31][C:30]([CH3:34])=[CH:29][N:28]3[N:27]=2)=[CH:6][CH:7]=1.[F:1][C:2]1[CH:3]=[CH:4][C:5]([C:8]2[C:9]([C:10]([O:12][CH3:13])=[O:11])=[C:29]3[C:30]([CH3:34])=[CH:31][CH:32]=[CH:33][N:28]3[N:27]=2)=[CH:6][CH:7]=1, predict the reactants needed to synthesize it. The reactants are: [F:1][C:2]1[CH:7]=[CH:6][C:5]([C:8]#[C:9][C:10]([O:12][CH3:13])=[O:11])=[CH:4][CH:3]=1.CC1C=C(C)C=C(C)C=1S([O-])(=O)=O.[NH2:27][N+:28]1[CH:33]=[CH:32][CH:31]=[C:30]([CH3:34])[CH:29]=1.N1(C2CCCCCCCCCC2)CCCN=CCCCCC1. (4) Given the product [ClH:1].[Cl:1][C:2]1[CH:3]=[CH:4][C:5]([CH2:8][C@@H:9]([NH:32][CH:33]2[CH2:38][CH2:37][NH:36][CH2:35][CH2:34]2)[C:10]([N:12]2[CH2:17][CH2:16][CH:15]([N:18]([CH:26]3[CH2:31][CH2:30][CH2:29][CH2:28][CH2:27]3)[CH2:19][CH2:20][N:21]3[CH:25]=[CH:24][N:23]=[CH:22]3)[CH2:14][CH2:13]2)=[O:11])=[CH:6][CH:7]=1, predict the reactants needed to synthesize it. The reactants are: [Cl:1][C:2]1[CH:7]=[CH:6][C:5]([CH2:8][C@@H:9]([NH:32][CH:33]2[CH2:38][CH2:37][NH:36][CH2:35][CH2:34]2)[C:10]([N:12]2[CH2:17][CH2:16][CH:15]([N:18]([CH:26]3[CH2:31][CH2:30][CH2:29][CH2:28][CH2:27]3)[CH2:19][CH2:20][N:21]3[CH:25]=[CH:24][N:23]=[CH:22]3)[CH2:14][CH2:13]2)=[O:11])=[CH:4][CH:3]=1.Cl.